This data is from Forward reaction prediction with 1.9M reactions from USPTO patents (1976-2016). The task is: Predict the product of the given reaction. (1) Given the reactants [CH3:1][N:2]1[CH:6]=[C:5]([C:7]2[C:8]3[N:9]([N:13]=[C:14]([NH2:16])[N:15]=3)[CH:10]=[CH:11][N:12]=2)[CH:4]=[N:3]1.Cl[C:18]1[CH:23]=[CH:22][C:21]([C:24]2([C:27]#[N:28])[CH2:26][CH2:25]2)=[CH:20][CH:19]=1, predict the reaction product. The product is: [CH3:1][N:2]1[CH:6]=[C:5]([C:7]2[C:8]3[N:9]([N:13]=[C:14]([NH:16][C:18]4[CH:23]=[CH:22][C:21]([C:24]5([C:27]#[N:28])[CH2:25][CH2:26]5)=[CH:20][CH:19]=4)[N:15]=3)[CH:10]=[CH:11][N:12]=2)[CH:4]=[N:3]1. (2) Given the reactants [Br:1][C:2]1[CH:3]=[C:4]([C@@H:8]([NH:12][S@@](C(C)(C)C)=O)[CH2:9][CH:10]=[CH2:11])[CH:5]=[CH:6][CH:7]=1.Cl.[CH3:20][C:21]([O:24][C:25](O[C:25]([O:24][C:21]([CH3:23])([CH3:22])[CH3:20])=[O:26])=[O:26])([CH3:23])[CH3:22], predict the reaction product. The product is: [Br:1][C:2]1[CH:3]=[C:4]([C@@H:8]([NH:12][C:25](=[O:26])[O:24][C:21]([CH3:23])([CH3:22])[CH3:20])[CH2:9][CH:10]=[CH2:11])[CH:5]=[CH:6][CH:7]=1. (3) Given the reactants [CH3:1][O:2][CH2:3][CH2:4][NH:5][CH2:6][C:7]1[CH:23]=[CH:22][CH:21]=[CH:20][C:8]=1[O:9][CH2:10][CH2:11][CH2:12][CH2:13][CH2:14][C:15]([O:17][CH2:18][CH3:19])=[O:16].[O:24]1[CH:28]=[CH:27][CH:26]=[C:25]1[C:29]1[CH:37]=[CH:36][C:32]([C:33](O)=[O:34])=[CH:31][CH:30]=1.C1C=CC2N(O)N=NC=2C=1, predict the reaction product. The product is: [O:24]1[CH:28]=[CH:27][CH:26]=[C:25]1[C:29]1[CH:37]=[CH:36][C:32]([C:33]([N:5]([CH2:6][C:7]2[CH:23]=[CH:22][CH:21]=[CH:20][C:8]=2[O:9][CH2:10][CH2:11][CH2:12][CH2:13][CH2:14][C:15]([O:17][CH2:18][CH3:19])=[O:16])[CH2:4][CH2:3][O:2][CH3:1])=[O:34])=[CH:31][CH:30]=1. (4) Given the reactants [F:1][CH:2]([F:29])[CH2:3][O:4][C:5]1[C:26]([O:27][CH3:28])=[CH:25][C:8]2[C:9]3[N:14]([CH:15]([CH2:17][CH3:18])[CH2:16][C:7]=2[CH:6]=1)[CH:13]=[C:12]([C:19]([O:21]CC)=[O:20])[C:11](=[O:24])[CH:10]=3.O[Li].O, predict the reaction product. The product is: [F:29][CH:2]([F:1])[CH2:3][O:4][C:5]1[C:26]([O:27][CH3:28])=[CH:25][C:8]2[C:9]3[N:14]([CH:15]([CH2:17][CH3:18])[CH2:16][C:7]=2[CH:6]=1)[CH:13]=[C:12]([C:19]([OH:21])=[O:20])[C:11](=[O:24])[CH:10]=3.